Predict which catalyst facilitates the given reaction. From a dataset of Catalyst prediction with 721,799 reactions and 888 catalyst types from USPTO. (1) Product: [ClH:12].[N:1]1([CH2:6][C:7]([Cl:12])=[O:9])[CH2:5][CH2:4][CH2:3][CH2:2]1. Reactant: [N:1]1([CH2:6][C:7]([OH:9])=O)[CH2:5][CH2:4][CH2:3][CH2:2]1.S(Cl)([Cl:12])=O. The catalyst class is: 10. (2) Product: [F:1][C:2]1[CH:3]=[CH:4][CH:5]=[C:6]2[C:10]=1[N:9]([CH3:15])[C:8](=[O:11])[C:7]2=[O:12]. Reactant: [F:1][C:2]1[CH:3]=[CH:4][CH:5]=[C:6]2[C:10]=1[NH:9][C:8](=[O:11])[C:7]2=[O:12].IC.[C:15](=O)([O-])[O-].[K+].[K+]. The catalyst class is: 39. (3) Reactant: [O:1]1[C:5]2[CH:6]=[CH:7][CH:8]=[CH:9][C:4]=2[CH:3]=[C:2]1[CH2:10]O.C(Br)(Br)(Br)[Br:13].C1(P(C2C=CC=CC=2)CCCP(C2C=CC=CC=2)C2C=CC=CC=2)C=CC=CC=1. Product: [Br:13][CH2:10][C:2]1[O:1][C:5]2[CH:6]=[CH:7][CH:8]=[CH:9][C:4]=2[CH:3]=1. The catalyst class is: 4. (4) Reactant: [C:1]([C:3]1[C:11]2[C:6](=[N:7][CH:8]=[CH:9][CH:10]=2)[NH:5][CH:4]=1)#[N:2].[NH4+].[OH-:13]. Product: [NH:5]1[C:6]2=[N:7][CH:8]=[CH:9][CH:10]=[C:11]2[C:3]([C:1]([NH2:2])=[O:13])=[CH:4]1. The catalyst class is: 65. (5) Reactant: [CH2:1]([O:8][C:9]1[CH:33]=[CH:32][C:12]([O:13][CH:14]2[CH2:19][CH2:18][N:17]([C:20]([NH:22][C:23]3[CH:24]=[C:25]([CH:29]=CC=3)[C:26]([OH:28])=O)=[O:21])[CH2:16][CH2:15]2)=[CH:11][CH:10]=1)[C:2]1[CH:7]=[CH:6][CH:5]=[CH:4][CH:3]=1.[CH3:34][CH2:35]N=C=NCCCN(C)C.[CH:45]1[CH:46]=[CH:47][C:48]2N(O)N=[N:51][C:49]=2C=1.N1CCCCC1.C(=O)([O-])O.[Na+]. Product: [CH2:1]([O:8][C:9]1[CH:33]=[CH:32][C:12]([O:13][CH:14]2[CH2:19][CH2:18][N:17]([C:20]([NH:22][C:23]3[CH:35]=[CH:34][CH:29]=[C:25]([C:26]([N:51]4[CH2:45][CH2:46][CH2:47][CH2:48][CH2:49]4)=[O:28])[CH:24]=3)=[O:21])[CH2:16][CH2:15]2)=[CH:11][CH:10]=1)[C:2]1[CH:7]=[CH:6][CH:5]=[CH:4][CH:3]=1. The catalyst class is: 3.